This data is from Full USPTO retrosynthesis dataset with 1.9M reactions from patents (1976-2016). The task is: Predict the reactants needed to synthesize the given product. Given the product [CH3:3][N:4]([CH3:9])[CH:5]1[CH2:8][N:7]([C:11]2[C:16]([N+:17]([O-:19])=[O:18])=[CH:15][C:14]([NH:20][C:21]3[N:26]=[C:25]([C:27]4[CH:28]=[N:29][N:30]5[CH2:35][CH2:34][CH2:33][CH2:32][C:31]=45)[CH:24]=[CH:23][N:22]=3)=[C:13]([O:36][CH3:37])[CH:12]=2)[CH2:6]1, predict the reactants needed to synthesize it. The reactants are: Cl.Cl.[CH3:3][N:4]([CH3:9])[CH:5]1[CH2:8][NH:7][CH2:6]1.F[C:11]1[C:16]([N+:17]([O-:19])=[O:18])=[CH:15][C:14]([NH:20][C:21]2[N:26]=[C:25]([C:27]3[CH:28]=[N:29][N:30]4[CH2:35][CH2:34][CH2:33][CH2:32][C:31]=34)[CH:24]=[CH:23][N:22]=2)=[C:13]([O:36][CH3:37])[CH:12]=1.CCN(C(C)C)C(C)C.